Dataset: Reaction yield outcomes from USPTO patents with 853,638 reactions. Task: Predict the reaction yield, written as a fraction of the theoretical maximum amount of product (1.0 means a 100% yield; for example, 0.34 means a 34% yield). (1) The reactants are C([O:3][C:4]([C:6]1[CH:7]=[C:8]2[C:13](=[CH:14][CH:15]=1)[NH:12][CH:11]([C:16]1[CH:21]=[CH:20][CH:19]=[C:18]([NH:22][C:23](=[O:30])[C:24]3[CH:29]=[CH:28][CH:27]=[CH:26][CH:25]=3)[CH:17]=1)[C:10]([CH3:32])([CH3:31])[CH2:9]2)=[O:5])C.Cl. The catalyst is CO.O1CCCC1.[OH-].[Na+].O. The product is [C:23]([NH:22][C:18]1[CH:17]=[C:16]([CH:11]2[C:10]([CH3:32])([CH3:31])[CH2:9][C:8]3[C:13](=[CH:14][CH:15]=[C:6]([C:4]([OH:5])=[O:3])[CH:7]=3)[NH:12]2)[CH:21]=[CH:20][CH:19]=1)(=[O:30])[C:24]1[CH:29]=[CH:28][CH:27]=[CH:26][CH:25]=1. The yield is 0.440. (2) The reactants are Br[C:2]1[CH:7]=[CH:6][C:5]([CH:8]([NH:12][C:13]([C:15]2[S:16][C:17]([C:20]([CH3:23])([CH3:22])[CH3:21])=[CH:18][CH:19]=2)=[O:14])[C:9]([O-:11])=[O:10])=[CH:4][CH:3]=1.[CH3:24]C([O-])=O.[K+].[CH3:29][C:30]1([CH3:46])[C:34]([CH3:36])([CH3:35])[O:33][B:32]([B:32]2[O:33][C:34]([CH3:36])([CH3:35])[C:30]([CH3:46])([CH3:29])[O:31]2)[O:31]1. The catalyst is CS(C)=O. The product is [C:20]([C:17]1[S:16][C:15]([C:13]([NH:12][CH:8]([C:5]2[CH:6]=[CH:7][C:2]([B:32]3[O:33][C:34]([CH3:36])([CH3:35])[C:30]([CH3:46])([CH3:29])[O:31]3)=[CH:3][CH:4]=2)[C:9]([O:11][CH3:24])=[O:10])=[O:14])=[CH:19][CH:18]=1)([CH3:23])([CH3:22])[CH3:21]. The yield is 0.410. (3) The reactants are Cl[C:2]1[N:10]=[C:9]([Cl:11])[C:8]([CH:12]2[CH2:14][CH2:13]2)=[CH:7][C:3]=1[C:4]([NH2:6])=[O:5].[CH:15]([O:18][CH2:19][CH2:20][OH:21])([CH3:17])[CH3:16].[H-].[Na+]. The catalyst is CN(C=O)C. The product is [Cl:11][C:9]1[C:8]([CH:12]2[CH2:14][CH2:13]2)=[CH:7][C:3]([C:4]([NH2:6])=[O:5])=[C:2]([O:21][CH2:20][CH2:19][O:18][CH:15]([CH3:17])[CH3:16])[N:10]=1. The yield is 0.310. (4) The reactants are [N:1]1([CH2:7][C:8]2[N:13]=[CH:12][C:11]([OH:14])=[CH:10][CH:9]=2)[CH2:6][CH2:5][CH2:4][CH2:3][CH2:2]1.Br[CH2:16][CH2:17][CH2:18][Cl:19].C([O-])([O-])=O.[K+].[K+]. The catalyst is CC(C)=O. The product is [Cl:19][CH2:18][CH2:17][CH2:16][O:14][C:11]1[CH:10]=[CH:9][C:8]([CH2:7][N:1]2[CH2:6][CH2:5][CH2:4][CH2:3][CH2:2]2)=[N:13][CH:12]=1. The yield is 0.800. (5) The reactants are [NH2:1][C:2]1[CH:3]=[C:4]2[C:8](=[CH:9][CH:10]=1)[N:7]([CH2:11][CH2:12][N:13]([CH2:16][CH3:17])[CH2:14][CH3:15])[CH:6]=[CH:5]2.[S:18]1[CH:22]=[C:21]([S:23](Cl)(=[O:25])=[O:24])[C:20]2[CH:27]=[CH:28][CH:29]=[CH:30][C:19]1=2. No catalyst specified. The product is [CH2:14]([N:13]([CH2:16][CH3:17])[CH2:12][CH2:11][N:7]1[C:8]2[C:4](=[CH:3][C:2]([NH:1][S:23]([C:21]3[C:20]4[CH:27]=[CH:28][CH:29]=[CH:30][C:19]=4[S:18][CH:22]=3)(=[O:24])=[O:25])=[CH:10][CH:9]=2)[CH:5]=[CH:6]1)[CH3:15]. The yield is 0.430. (6) The reactants are [O:1]1[CH:5]=[CH:4][CH:3]=[C:2]1[CH2:6][NH:7][C:8]1[N:13]=[C:12]([NH:14][C:15]2[CH:20]=[CH:19][CH:18]=[C:17]([C:21]([F:24])([F:23])[F:22])[CH:16]=2)[N:11]=[C:10]([O:25][CH:26]([CH3:28])C)[N:9]=1.O1C=CC=[C:30]1CNC1N=C(NC2C=CC=C(C(F)(F)F)C=2)N=C(OCC(F)(F)F)N=1.Cl. The catalyst is C(O)C. The product is [O:1]1[CH:5]=[CH:4][CH:3]=[C:2]1[CH2:6][NH:7][C:8]1[N:13]=[C:12]([NH:14][C:15]2[CH:20]=[CH:19][CH:18]=[C:17]([C:21]([F:24])([F:22])[F:23])[CH:16]=2)[N:11]=[C:10]([O:25][CH2:26][CH2:28][CH3:30])[N:9]=1. The yield is 0.910. (7) The reactants are [Cl:1][C:2]1[CH:3]=[C:4]([CH:7]=[CH:8][C:9]=1[Cl:10])[CH:5]=O.[CH2:11]([NH2:15])[CH2:12][CH2:13][CH3:14]. No catalyst specified. The product is [Cl:1][C:2]1[CH:3]=[C:4]([CH:7]=[CH:8][C:9]=1[Cl:10])[CH2:5][NH:15][CH2:11][CH2:12][CH2:13][CH3:14]. The yield is 0.530. (8) The reactants are C([N:3]([CH2:6]C)CC)C.[Br:8][C:9]1[CH:20]=[C:13]2[C:14]([O:16]C(=O)[NH:18][C:12]2=[CH:11][CH:10]=1)=O.[CH2:21]([OH:23])C. The catalyst is O. The product is [NH2:18][C:12]1[CH:11]=[CH:10][C:9]([Br:8])=[CH:20][C:13]=1[C:14]([N:3]([O:23][CH3:21])[CH3:6])=[O:16]. The yield is 0.680. (9) The reactants are [F:1][C:2]1[CH:7]=[CH:6][C:5]([N:8]2[C:16]3[C:11](=[CH:12][C:13]([O:17][C@H:18]([C:22]4[CH:27]=[CH:26][CH:25]=[CH:24][CH:23]=4)[C@H:19]([CH3:21])[NH2:20])=[CH:14][CH:15]=3)[CH:10]=[N:9]2)=[CH:4][CH:3]=1.[CH2:28]([O:30][C:31](=[O:36])[CH2:32][N:33]=[C:34]=[O:35])[CH3:29]. The catalyst is ClCCl. The product is [F:1][C:2]1[CH:3]=[CH:4][C:5]([N:8]2[C:16]3[C:11](=[CH:12][C:13]([O:17][C@H:18]([C:22]4[CH:23]=[CH:24][CH:25]=[CH:26][CH:27]=4)[C@@H:19]([NH:20][C:34]([NH:33][CH2:32][C:31]([O:30][CH2:28][CH3:29])=[O:36])=[O:35])[CH3:21])=[CH:14][CH:15]=3)[CH:10]=[N:9]2)=[CH:6][CH:7]=1. The yield is 0.786.